Dataset: NCI-60 drug combinations with 297,098 pairs across 59 cell lines. Task: Regression. Given two drug SMILES strings and cell line genomic features, predict the synergy score measuring deviation from expected non-interaction effect. (1) Drug 1: C1CCN(CC1)CCOC2=CC=C(C=C2)C(=O)C3=C(SC4=C3C=CC(=C4)O)C5=CC=C(C=C5)O. Drug 2: CC(C)(C#N)C1=CC(=CC(=C1)CN2C=NC=N2)C(C)(C)C#N. Cell line: HL-60(TB). Synergy scores: CSS=-1.44, Synergy_ZIP=8.02, Synergy_Bliss=7.20, Synergy_Loewe=4.56, Synergy_HSA=0.501. (2) Drug 1: C1C(C(OC1N2C=C(C(=O)NC2=O)F)CO)O. Drug 2: COCCOC1=C(C=C2C(=C1)C(=NC=N2)NC3=CC=CC(=C3)C#C)OCCOC.Cl. Cell line: EKVX. Synergy scores: CSS=6.72, Synergy_ZIP=-6.08, Synergy_Bliss=-5.66, Synergy_Loewe=-1.97, Synergy_HSA=-1.95. (3) Drug 1: CC1=C2C(C(=O)C3(C(CC4C(C3C(C(C2(C)C)(CC1OC(=O)C(C(C5=CC=CC=C5)NC(=O)C6=CC=CC=C6)O)O)OC(=O)C7=CC=CC=C7)(CO4)OC(=O)C)O)C)OC(=O)C. Drug 2: COCCOC1=C(C=C2C(=C1)C(=NC=N2)NC3=CC=CC(=C3)C#C)OCCOC.Cl. Cell line: T-47D. Synergy scores: CSS=42.0, Synergy_ZIP=0.973, Synergy_Bliss=1.90, Synergy_Loewe=2.32, Synergy_HSA=2.41. (4) Drug 1: C1=C(C(=O)NC(=O)N1)N(CCCl)CCCl. Drug 2: C1=CN(C=N1)CC(O)(P(=O)(O)O)P(=O)(O)O. Cell line: OVCAR-8. Synergy scores: CSS=0.410, Synergy_ZIP=-9.38, Synergy_Bliss=-18.1, Synergy_Loewe=-21.5, Synergy_HSA=-17.8. (5) Drug 1: C1=CC(=CC=C1CCCC(=O)O)N(CCCl)CCCl. Drug 2: C1CC(=O)NC(=O)C1N2C(=O)C3=CC=CC=C3C2=O. Cell line: NCI-H322M. Synergy scores: CSS=-5.13, Synergy_ZIP=2.59, Synergy_Bliss=-1.43, Synergy_Loewe=-3.38, Synergy_HSA=-3.93. (6) Drug 1: C1=C(C(=O)NC(=O)N1)N(CCCl)CCCl. Drug 2: CCCS(=O)(=O)NC1=C(C(=C(C=C1)F)C(=O)C2=CNC3=C2C=C(C=N3)C4=CC=C(C=C4)Cl)F. Cell line: K-562. Synergy scores: CSS=35.4, Synergy_ZIP=1.96, Synergy_Bliss=5.00, Synergy_Loewe=-25.6, Synergy_HSA=3.26. (7) Drug 1: C1=CC(=C2C(=C1NCCNCCO)C(=O)C3=C(C=CC(=C3C2=O)O)O)NCCNCCO. Drug 2: CC1C(C(CC(O1)OC2CC(OC(C2O)C)OC3=CC4=CC5=C(C(=O)C(C(C5)C(C(=O)C(C(C)O)O)OC)OC6CC(C(C(O6)C)O)OC7CC(C(C(O7)C)O)OC8CC(C(C(O8)C)O)(C)O)C(=C4C(=C3C)O)O)O)O. Cell line: OVCAR-8. Synergy scores: CSS=39.1, Synergy_ZIP=6.51, Synergy_Bliss=9.56, Synergy_Loewe=-4.16, Synergy_HSA=9.47. (8) Drug 1: CC(C)CN1C=NC2=C1C3=CC=CC=C3N=C2N. Drug 2: C(CCl)NC(=O)N(CCCl)N=O. Cell line: SNB-19. Synergy scores: CSS=5.88, Synergy_ZIP=-2.01, Synergy_Bliss=4.83, Synergy_Loewe=0.717, Synergy_HSA=0.977.